From a dataset of Full USPTO retrosynthesis dataset with 1.9M reactions from patents (1976-2016). Predict the reactants needed to synthesize the given product. The reactants are: C([O:3][C:4](=[O:36])[C@@H:5]([NH:25][C:26](=[O:35])[C:27]1[C:32]([CH3:33])=[CH:31][CH:30]=[CH:29][C:28]=1[Cl:34])[CH2:6][C:7]1[CH:12]=[CH:11][C:10]([N:13]2[C:21](=[O:22])[C:20]3[C:15](=[CH:16][CH:17]=[CH:18][C:19]=3[CH3:23])[C:14]2=[O:24])=[CH:9][CH:8]=1)C.Cl. Given the product [Cl:34][C:28]1[CH:29]=[CH:30][CH:31]=[C:32]([CH3:33])[C:27]=1[C:26]([NH:25][C@@H:5]([CH2:6][C:7]1[CH:12]=[CH:11][C:10]([N:13]2[C:21](=[O:22])[C:20]3[C:15](=[CH:16][CH:17]=[CH:18][C:19]=3[CH3:23])[C:14]2=[O:24])=[CH:9][CH:8]=1)[C:4]([OH:36])=[O:3])=[O:35], predict the reactants needed to synthesize it.